From a dataset of Forward reaction prediction with 1.9M reactions from USPTO patents (1976-2016). Predict the product of the given reaction. Given the reactants C(N(CC)CC)C.[NH2:8][C:9]1[CH:10]=[C:11]2[C:16](=[CH:17][CH:18]=1)[CH2:15][N:14]([C:19]([O:21][C:22]([CH3:25])([CH3:24])[CH3:23])=[O:20])[CH2:13][CH2:12]2.[F:26][C:27]([F:36])([F:35])[C:28]([OH:34])([CH3:33])[CH2:29][C:30](O)=[O:31].F[P-](F)(F)(F)(F)F.N1(OC(N(C)C)=[N+](C)C)C2N=CC=CC=2N=N1, predict the reaction product. The product is: [F:26][C:27]([F:36])([F:35])[C:28]([OH:34])([CH3:33])[CH2:29][C:30]([NH:8][C:9]1[CH:10]=[C:11]2[C:16](=[CH:17][CH:18]=1)[CH2:15][N:14]([C:19]([O:21][C:22]([CH3:25])([CH3:24])[CH3:23])=[O:20])[CH2:13][CH2:12]2)=[O:31].